Predict the reactants needed to synthesize the given product. From a dataset of Full USPTO retrosynthesis dataset with 1.9M reactions from patents (1976-2016). Given the product [CH2:1]([O:3][C:4]([N:6]1[CH2:11][CH2:10][N:9]([CH2:12][CH2:13][CH2:14][C:15]2[C:23]3[CH2:22][CH2:21][CH2:20][CH2:19][C:18]=3[NH:17][C:16]=2/[CH:24]=[C:34]2\[C:35](=[O:40])[NH:36][C:37]3[C:33]\2=[CH:32][C:31]([S:28](=[O:29])(=[O:30])[NH:27][CH3:26])=[CH:39][CH:38]=3)[CH2:8][CH2:7]1)=[O:5])[CH3:2], predict the reactants needed to synthesize it. The reactants are: [CH2:1]([O:3][C:4]([N:6]1[CH2:11][CH2:10][N:9]([CH2:12][CH2:13][CH2:14][C:15]2[C:23]3[CH2:22][CH2:21][CH2:20][CH2:19][C:18]=3[NH:17][C:16]=2[CH:24]=O)[CH2:8][CH2:7]1)=[O:5])[CH3:2].[CH3:26][NH:27][S:28]([C:31]1[CH:32]=[C:33]2[C:37](=[CH:38][CH:39]=1)[NH:36][C:35](=[O:40])[CH2:34]2)(=[O:30])=[O:29].